From a dataset of Catalyst prediction with 721,799 reactions and 888 catalyst types from USPTO. Predict which catalyst facilitates the given reaction. (1) Reactant: CSC.C([O:11][C@H:12]1[C@H:17]([O:18]CC2C=CC=CC=2)[C@@H:16]([O:26]CC2C=CC=CC=2)[C@@H:15]([C:34]2[C:43]3[C:38](=[CH:39][CH:40]=[CH:41][CH:42]=3)[CH:37]=[C:36]([CH2:44][C:45]3[S:49][C:48]4[CH:50]=[CH:51][C:52]([CH2:54][CH3:55])=[CH:53][C:47]=4[CH:46]=3)[CH:35]=2)[O:14][CH:13]1[CH2:56][O:57]CC1C=CC=CC=1)C1C=CC=CC=1.CO. Product: [OH:57][CH2:56][C@@H:13]1[C@@H:12]([OH:11])[C@H:17]([OH:18])[C@@H:16]([OH:26])[C@H:15]([C:34]2[C:43]3[C:38](=[CH:39][CH:40]=[CH:41][CH:42]=3)[CH:37]=[C:36]([CH2:44][C:45]3[S:49][C:48]4[CH:50]=[CH:51][C:52]([CH2:54][CH3:55])=[CH:53][C:47]=4[CH:46]=3)[CH:35]=2)[O:14]1. The catalyst class is: 2. (2) Reactant: CN(C(ON1N=NC2C=CC=CC1=2)=[N+](C)C)C.F[P-](F)(F)(F)(F)F.CCN(C(C)C)C(C)C.FC(F)(F)C(O)=O.[NH:41]1[CH2:46][CH2:45][CH:44]([CH:47]2[O:60][CH2:59][C:58]3[C:57]4[C:52](=[CH:53][CH:54]=[CH:55][CH:56]=4)[C:51](=[O:61])[NH:50][C:49]=3[CH2:48]2)[CH2:43][CH2:42]1.[C:62]([O:66][C:67]([NH:69][CH2:70][CH2:71][O:72][CH2:73][CH2:74][O:75][CH2:76][CH2:77][O:78][CH2:79][CH2:80][O:81][CH2:82][CH2:83][C:84](O)=[O:85])=[O:68])([CH3:65])([CH3:64])[CH3:63].[OH-].[Na+]. Product: [C:62]([O:66][C:67](=[O:68])[NH:69][CH2:70][CH2:71][O:72][CH2:73][CH2:74][O:75][CH2:76][CH2:77][O:78][CH2:79][CH2:80][O:81][CH2:82][CH2:83][C:84](=[O:85])[N:41]1[CH2:42][CH2:43][CH:44]([CH:47]2[O:60][CH2:59][C:58]3[C:57]4[C:52](=[CH:53][CH:54]=[CH:55][CH:56]=4)[C:51](=[O:61])[NH:50][C:49]=3[CH2:48]2)[CH2:45][CH2:46]1)([CH3:65])([CH3:63])[CH3:64]. The catalyst class is: 514. (3) Reactant: C(OC([N:8]1[CH2:13][CH2:12][CH:11]([C:14]2[NH:15][C:16](=[O:25])[C:17]3[C:22]([CH:23]=2)=[C:21]([CH3:24])[CH:20]=[CH:19][CH:18]=3)[CH2:10][CH2:9]1)=O)(C)(C)C.[ClH:26]. Product: [ClH:26].[NH:8]1[CH2:13][CH2:12][CH:11]([C:14]2[NH:15][C:16](=[O:25])[C:17]3[C:22]([CH:23]=2)=[C:21]([CH3:24])[CH:20]=[CH:19][CH:18]=3)[CH2:10][CH2:9]1. The catalyst class is: 21. (4) Reactant: C[O:2][C:3]1[C:17]2[C:12](=[CH:13][CH:14]=[CH:15][CH:16]=2)[N:11]([C:18]([NH2:20])=[O:19])[C:10]2[C:5](=[CH:6][CH:7]=[CH:8][CH:9]=2)[CH:4]=1.Cl. Product: [CH:7]1[CH:8]=[CH:9][C:10]2[N:11]([C:18]([NH2:20])=[O:19])[C:12]3[CH:13]=[CH:14][CH:15]=[CH:16][C:17]=3[C:3](=[O:2])[CH2:4][C:5]=2[CH:6]=1. The catalyst class is: 11. (5) Reactant: C(S[C:9]1[N:14]=[C:13]([N:15]([CH2:20][O:21][CH2:22][CH2:23][Si:24]([CH3:27])([CH3:26])[CH3:25])[S:16]([CH3:19])(=[O:18])=[O:17])[CH:12]=[C:11]([NH:28][C@H:29]([CH3:32])[CH2:30][OH:31])[N:10]=1)C1C=CC=CC=1.Cl[C:34]1[C:39]([C:40](OO)=O)=[CH:38][CH:37]=[CH:36][CH:35]=1.[S:44]([O-:48])([O-:47])(=O)=S.[Na+].[Na+]. Product: [CH2:40]([S:44]([C:9]1[N:14]=[C:13]([N:15]([CH2:20][O:21][CH2:22][CH2:23][Si:24]([CH3:26])([CH3:27])[CH3:25])[S:16]([CH3:19])(=[O:17])=[O:18])[CH:12]=[C:11]([NH:28][C@H:29]([CH3:32])[CH2:30][OH:31])[N:10]=1)(=[O:48])=[O:47])[C:39]1[CH:34]=[CH:35][CH:36]=[CH:37][CH:38]=1. The catalyst class is: 2.